From a dataset of Reaction yield outcomes from USPTO patents with 853,638 reactions. Predict the reaction yield, written as a fraction of the theoretical maximum amount of product (1.0 means a 100% yield; for example, 0.34 means a 34% yield). (1) The reactants are [C:1]([C:5]1[CH:9]=[C:8]([NH:10][C:11]([NH:13][C@@H:14]2[C:23]3[C:18](=[CH:19][CH:20]=[CH:21][CH:22]=3)[C@H:17]([O:24][C:25]3[CH:26]=[CH:27][C:28]4[N:29]([C:31]([N:34]5[CH2:39][CH2:38][CH2:37][CH2:36][C@@H:35]5[CH3:40])=[N:32][N:33]=4)[CH:30]=3)[CH2:16][CH2:15]2)=[O:12])[N:7]([C:41]2[CH:42]=[C:43]([CH:50]=[CH:51][CH:52]=2)[CH2:44][O:45]S(C)(=O)=O)[N:6]=1)([CH3:4])([CH3:3])[CH3:2].[CH3:53][NH:54][CH3:55].[CH2:56]1C[O:59]CC1. No catalyst specified. The product is [CH:44]([OH:45])=[O:59].[C:1]([C:5]1[CH:9]=[C:8]([NH:10][C:11]([NH:13][C@@H:14]2[C:23]3[C:18](=[CH:19][CH:20]=[CH:21][CH:22]=3)[C@H:17]([O:24][C:25]3[CH:26]=[CH:27][C:28]4[N:29]([C:31]([N:34]5[CH2:39][CH2:38][CH2:37][CH2:36][C@@H:35]5[CH3:40])=[N:32][N:33]=4)[CH:30]=3)[CH2:16][CH2:15]2)=[O:12])[N:7]([C:41]2[CH:52]=[CH:51][CH:50]=[C:43]([CH2:53][N:54]([CH3:56])[CH3:55])[CH:42]=2)[N:6]=1)([CH3:2])([CH3:3])[CH3:4]. The yield is 0.160. (2) The reactants are [CH3:1][O:2][C:3]1[CH:4]=[C:5]([CH:34]=[CH:35][C:36]=1[O:37][CH2:38][C:39]1[CH:40]=[N:41][C:42]([O:45][CH3:46])=[CH:43][CH:44]=1)[CH2:6][N:7]1[C:11]2=[N:12][CH:13]=[C:14]([C:16]3[CH:17]=[N:18][N:19]([CH:21]4[CH2:26][CH2:25][N:24](C(OC(C)(C)C)=O)[CH2:23][CH2:22]4)[CH:20]=3)[CH:15]=[C:10]2[N:9]=[CH:8]1.FC(F)(F)C(O)=O. The catalyst is ClCCl. The product is [CH3:1][O:2][C:3]1[CH:4]=[C:5]([CH:34]=[CH:35][C:36]=1[O:37][CH2:38][C:39]1[CH:40]=[N:41][C:42]([O:45][CH3:46])=[CH:43][CH:44]=1)[CH2:6][N:7]1[C:11]2=[N:12][CH:13]=[C:14]([C:16]3[CH:17]=[N:18][N:19]([CH:21]4[CH2:26][CH2:25][NH:24][CH2:23][CH2:22]4)[CH:20]=3)[CH:15]=[C:10]2[N:9]=[CH:8]1. The yield is 0.520. (3) The reactants are [Cl:1][CH2:2][CH2:3][CH2:4][O:5][C:6]1[CH:14]=[CH:13][C:9]([C:10]([OH:12])=[O:11])=[CH:8][C:7]=1[O:15][CH3:16].[N:17]([O-:19])=[O:18].[Na+].C(O)(=O)C.[N+]([O-])(O)=O. The catalyst is O. The product is [CH3:16][O:15][C:7]1[C:6]([O:5][CH2:4][CH2:3][CH2:2][Cl:1])=[CH:14][C:13]([N+:17]([O-:19])=[O:18])=[C:9]([CH:8]=1)[C:10]([OH:12])=[O:11]. The yield is 0.930. (4) The reactants are I[C:2]1[CH:3]=[N:4][O:5][C:6]=1[CH3:7].[Cl:8][C:9]1[CH:15]=[C:14](B2OC(C)(C)C(C)(C)O2)[CH:13]=[CH:12][C:10]=1[NH2:11]. The catalyst is COCCOC.O.CCOC(C)=O. The product is [Cl:8][C:9]1[CH:15]=[C:14]([C:2]2[CH:3]=[N:4][O:5][C:6]=2[CH3:7])[CH:13]=[CH:12][C:10]=1[NH2:11]. The yield is 0.440. (5) The reactants are [Cl:1][C:2]1[CH:7]=[C:6]([Cl:8])[CH:5]=[CH:4][C:3]=1[NH:9][C:10]1[N:14]([CH2:15][CH2:16][CH2:17][CH2:18][CH2:19]O)[C:13]2[C:21]([N:25]([CH2:28][CH3:29])[CH2:26][CH3:27])=[CH:22][CH:23]=[CH:24][C:12]=2[N:11]=1.CS(Cl)(=O)=O.C(=O)([O-])[O-].[K+].[K+]. The catalyst is N1C=CC=CC=1.C(=O)([O-])O.[Na+].C(OCC)(=O)C. The product is [Cl:1][C:2]1[CH:7]=[C:6]([Cl:8])[CH:5]=[CH:4][C:3]=1[N:9]1[C:10]2=[N:11][C:12]3[C:13](=[C:21]([N:25]([CH2:28][CH3:29])[CH2:26][CH3:27])[CH:22]=[CH:23][CH:24]=3)[N:14]2[CH2:15][CH2:16][CH2:17][CH2:18][CH2:19]1. The yield is 0.760. (6) The reactants are [OH:1][C:2]1[C:11]2[C:6](=[N:7][CH:8]=[CH:9][CH:10]=2)[N:5]([CH2:12][CH2:13][CH:14]([CH3:16])[CH3:15])[C:4](=[O:17])[C:3]=1[C:18]1[NH:23][C:22]2[CH:24]=[CH:25][C:26]([NH:28][S:29]([C:32]3[CH:37]=[CH:36][CH:35]=[CH:34][C:33]=3[N+:38]([O-])=O)(=[O:31])=[O:30])=[CH:27][C:21]=2[S:20](=[O:42])(=[O:41])[N:19]=1.[NH4+].[Cl-]. The catalyst is CO.O1CCCC1.O.[Fe]. The product is [NH2:38][C:33]1[CH:34]=[CH:35][CH:36]=[CH:37][C:32]=1[S:29]([NH:28][C:26]1[CH:25]=[CH:24][C:22]2[NH:23][C:18]([C:3]3[C:4](=[O:17])[N:5]([CH2:12][CH2:13][CH:14]([CH3:16])[CH3:15])[C:6]4[C:11]([C:2]=3[OH:1])=[CH:10][CH:9]=[CH:8][N:7]=4)=[N:19][S:20](=[O:42])(=[O:41])[C:21]=2[CH:27]=1)(=[O:31])=[O:30]. The yield is 0.920.